Dataset: Reaction yield outcomes from USPTO patents with 853,638 reactions. Task: Predict the reaction yield, written as a fraction of the theoretical maximum amount of product (1.0 means a 100% yield; for example, 0.34 means a 34% yield). (1) The reactants are [C:1]([OH:4])(=[O:3])[CH3:2].[C:5]([O:9][C:10](=[O:26])[NH:11][CH2:12][CH2:13][CH2:14][CH2:15][C:16]1[CH:21]=[CH:20][C:19]([O:22][CH2:23][CH2:24][NH2:25])=[CH:18][CH:17]=1)([CH3:8])([CH3:7])[CH3:6].C([BH3-])#N.[Na+].O1CC[CH2:33][CH2:32]1. The product is [CH2:32]([O:3][C:1](=[O:4])[CH2:2][NH:25][CH2:24][CH2:23][O:22][C:19]1[CH:18]=[CH:17][C:16]([CH2:15][CH2:14][CH2:13][CH2:12][NH:11][C:10]([O:9][C:5]([CH3:8])([CH3:6])[CH3:7])=[O:26])=[CH:21][CH:20]=1)[CH3:33]. The catalyst is O. The yield is 0.380. (2) The reactants are C([O:8][C:9]1[CH:14]=[CH:13][N:12]([CH2:15][CH2:16][CH2:17][CH3:18])[C:11](=[O:19])[CH:10]=1)C1C=CC=CC=1. The catalyst is [Pd].C(O)C. The product is [CH2:15]([N:12]1[CH:13]=[CH:14][C:9]([OH:8])=[CH:10][C:11]1=[O:19])[CH2:16][CH2:17][CH3:18]. The yield is 1.00.